Dataset: Full USPTO retrosynthesis dataset with 1.9M reactions from patents (1976-2016). Task: Predict the reactants needed to synthesize the given product. (1) Given the product [CH2:1]([O:8][CH2:9][C@@H:10]([NH:14][C:15]([O:17][C:18]([CH3:21])([CH3:20])[CH3:19])=[O:16])[C:11](=[O:13])[CH2:38][C:39]([O:41][CH2:32][CH3:33])=[O:40])[C:2]1[CH:3]=[CH:4][CH:5]=[CH:6][CH:7]=1, predict the reactants needed to synthesize it. The reactants are: [CH2:1]([O:8][CH2:9][C@@H:10]([NH:14][C:15]([O:17][C:18]([CH3:21])([CH3:20])[CH3:19])=[O:16])[C:11]([OH:13])=O)[C:2]1[CH:7]=[CH:6][CH:5]=[CH:4][CH:3]=1.C(N1[CH:33]=[CH:32]N=C1)(N1C=CN=C1)=O.[Cl-].[Mg+2].[Cl-].C(O)(=O)[CH2:38][C:39]([OH:41])=[O:40].C([K])C. (2) Given the product [C:50]([NH:34][CH2:32][CH:31]([NH:36][C:21](=[O:22])[CH2:20][N:10]1[C:11](=[O:19])[N:12]([CH2:13][CH2:14][C:15]([F:18])([F:16])[F:17])[C:8]([C:5]2[CH:4]=[CH:3][C:2]([Cl:1])=[CH:7][CH:6]=2)=[N:9]1)[C:30]1[CH:29]=[CH:28][CH:33]=[C:25]([Cl:26])[C:24]=1[Cl:27])(=[O:51])[NH2:48], predict the reactants needed to synthesize it. The reactants are: [Cl:1][C:2]1[CH:7]=[CH:6][C:5]([C:8]2[N:12]([CH2:13][CH2:14][C:15]([F:18])([F:17])[F:16])[C:11](=[O:19])[N:10]([CH2:20][C:21](O)=[O:22])[N:9]=2)=[CH:4][CH:3]=1.[CH2:24]([Cl:27])[CH2:25][Cl:26].[CH:28]1[CH:29]=[CH:30][C:31]2[N:36](O)N=[N:34][C:32]=2[CH:33]=1.C(N(CC)C(C)C)(C)C.C[N:48]([CH:50]=[O:51])C. (3) Given the product [Cl:24][C:23]1[C:18]([C:9]2[CH:15]=[CH:14][CH:13]=[CH:12][C:10]=2[NH2:11])=[N:19][CH:20]=[C:21]([C:25]([F:27])([F:26])[F:28])[CH:22]=1, predict the reactants needed to synthesize it. The reactants are: CC1(C)C(C)(C)OB([C:9]2[CH:15]=[CH:14][CH:13]=[CH:12][C:10]=2[NH2:11])O1.Br[C:18]1[C:23]([Cl:24])=[CH:22][C:21]([C:25]([F:28])([F:27])[F:26])=[CH:20][N:19]=1.C(=O)([O-])[O-].[Na+].[Na+].O. (4) The reactants are: [C:1]1([C:11]2[N:12]3[CH2:20][CH2:19][N:18]=[C:13]3[S:14][C:15]=2[CH:16]=[O:17])[C:10]2[C:5](=[CH:6][CH:7]=[CH:8][CH:9]=2)[CH:4]=[CH:3][CH:2]=1.[BH4-].[Na+].O. Given the product [C:1]1([C:11]2[N:12]3[CH2:20][CH2:19][N:18]=[C:13]3[S:14][C:15]=2[CH2:16][OH:17])[C:10]2[C:5](=[CH:6][CH:7]=[CH:8][CH:9]=2)[CH:4]=[CH:3][CH:2]=1, predict the reactants needed to synthesize it. (5) Given the product [CH:15]1([CH2:14][CH2:13][CH2:12][C@@H:8]([C:9]2[O:11][N:45]=[C:36]([CH2:37][C:38](=[O:44])[N:39]3[CH2:43][CH2:42][CH2:41][CH2:40]3)[N:35]=2)[CH2:7][C:6]([O:5][C:1]([CH3:2])([CH3:3])[CH3:4])=[O:21])[CH2:20][CH2:19][CH2:18][CH2:17][CH2:16]1, predict the reactants needed to synthesize it. The reactants are: [C:1]([O:5][C:6](=[O:21])[CH2:7][C@@H:8]([CH2:12][CH2:13][CH2:14][CH:15]1[CH2:20][CH2:19][CH2:18][CH2:17][CH2:16]1)[C:9]([OH:11])=O)([CH3:4])([CH3:3])[CH3:2].C(N1C=CN=C1)(N1C=CN=C1)=O.O[N:35]=[C:36]([NH2:45])[CH2:37][C:38](=[O:44])[N:39]1[CH2:43][CH2:42][CH2:41][CH2:40]1. (6) Given the product [Cl:1][C:2]1[CH:7]=[CH:6][C:5]([C@H:8]2[C:12]3[N:13]([CH:24]([CH3:26])[CH3:25])[C:14]([C:16]4[CH:17]=[N:18][C:19]([O:22][CH3:23])=[CH:20][CH:21]=4)=[N:15][C:11]=3[C:10](=[O:27])[N:9]2[C:28]2[CH:29]=[C:30]([O:38][CH3:39])[C:31]3[N:35]=[N:34][N:33]([CH3:36])[C:32]=3[CH:37]=2)=[CH:4][CH:3]=1, predict the reactants needed to synthesize it. The reactants are: [Cl:1][C:2]1[CH:7]=[CH:6][C:5]([CH:8]2[C:12]3[N:13]([CH:24]([CH3:26])[CH3:25])[C:14]([C:16]4[CH:17]=[N:18][C:19]([O:22][CH3:23])=[CH:20][CH:21]=4)=[N:15][C:11]=3[C:10](=[O:27])[N:9]2[C:28]2[CH:29]=[C:30]([O:38][CH3:39])[C:31]3[N:35]=[N:34][N:33]([CH3:36])[C:32]=3[CH:37]=2)=[CH:4][CH:3]=1. (7) The reactants are: [CH3:1][Si:2]([CH3:17])([CH3:16])[CH2:3][CH2:4][O:5][CH2:6][N:7]1[CH:11]=[N:10][N:9]=[C:8]1[C:12]([O:14]C)=[O:13].[OH-].[K+]. Given the product [CH3:1][Si:2]([CH3:17])([CH3:16])[CH2:3][CH2:4][O:5][CH2:6][N:7]1[CH:11]=[N:10][N:9]=[C:8]1[C:12]([OH:14])=[O:13], predict the reactants needed to synthesize it.